This data is from Reaction yield outcomes from USPTO patents with 853,638 reactions. The task is: Predict the reaction yield, written as a fraction of the theoretical maximum amount of product (1.0 means a 100% yield; for example, 0.34 means a 34% yield). (1) The reactants are Br[C:2]1[CH:7]=[CH:6][C:5]([CH:8]([C:19]2[CH:24]=[CH:23][CH:22]=[CH:21][CH:20]=2)[CH2:9]/[C:10](/[C:13]2[CH:18]=[CH:17][N:16]=[CH:15][CH:14]=2)=[N:11]\[OH:12])=[CH:4][CH:3]=1.[CH:25]1([B-](F)(F)F)[CH2:27][CH2:26]1.[K+].O.P([O-])([O-])([O-])=O.[K+].[K+].[K+].C([O-])(O)=O.[Na+]. The catalyst is C1(C)C=CC=CC=1.O.[Pd].C1(P(C2C=CC=CC=2)C2C=CC=CC=2)C=CC=CC=1.C1(P(C2C=CC=CC=2)C2C=CC=CC=2)C=CC=CC=1.C1(P(C2C=CC=CC=2)C2C=CC=CC=2)C=CC=CC=1.C1(P(C2C=CC=CC=2)C2C=CC=CC=2)C=CC=CC=1. The product is [CH:25]1([C:2]2[CH:7]=[CH:6][C:5]([CH:8]([C:19]3[CH:24]=[CH:23][CH:22]=[CH:21][CH:20]=3)[CH2:9]/[C:10](/[C:13]3[CH:18]=[CH:17][N:16]=[CH:15][CH:14]=3)=[N:11]\[OH:12])=[CH:4][CH:3]=2)[CH2:27][CH2:26]1. The yield is 0.490. (2) The reactants are [C:1]([C:3]1[CH:4]=[CH:5][C:6]2[O:7][CH2:8][CH2:9][C:10]3[CH:16]=[C:15]([C:17]4[N:18]([C:22]5[CH:27]=[CH:26][C:25]([F:28])=[CH:24][C:23]=5[F:29])[N:19]=[CH:20][N:21]=4)[S:14][C:11]=3[C:12]=2[N:13]=1)#[N:2].OO.C(=O)([O-])[O-:33].[K+].[K+]. The yield is 0.380. The catalyst is O.CS(C)=O. The product is [C:1]([C:3]1[CH:4]=[CH:5][C:6]2[O:7][CH2:8][CH2:9][C:10]3[CH:16]=[C:15]([C:17]4[N:18]([C:22]5[CH:27]=[CH:26][C:25]([F:28])=[CH:24][C:23]=5[F:29])[N:19]=[CH:20][N:21]=4)[S:14][C:11]=3[C:12]=2[N:13]=1)(=[O:33])[NH2:2]. (3) The reactants are [NH2:1][C:2]1[CH:3]=[C:4]([C:8]2[CH:20]=[CH:19][C:11]3[N:12]=[C:13]([NH:15][C:16](=[O:18])[CH3:17])[S:14][C:10]=3[CH:9]=2)[CH:5]=[CH:6][CH:7]=1.N1C=CC=CC=1.ClCCl.[CH3:30][O:31][C:32]1[CH:37]=[CH:36][C:35]([S:38](Cl)(=[O:40])=[O:39])=[CH:34][CH:33]=1.N1CCCC1. No catalyst specified. The product is [CH3:30][O:31][C:32]1[CH:33]=[CH:34][C:35]([S:38]([NH:1][C:2]2[CH:3]=[C:4]([C:8]3[CH:20]=[CH:19][C:11]4[N:12]=[C:13]([NH:15][C:16](=[O:18])[CH3:17])[S:14][C:10]=4[CH:9]=3)[CH:5]=[CH:6][CH:7]=2)(=[O:40])=[O:39])=[CH:36][CH:37]=1. The yield is 0.730.